This data is from Catalyst prediction with 721,799 reactions and 888 catalyst types from USPTO. The task is: Predict which catalyst facilitates the given reaction. (1) Reactant: [N:1]#[C:2]Br.C(=O)([O-])[O-].[K+].[K+].[F:10][C:11]1[CH:16]=[C:15]([S:17]([CH3:20])(=[O:19])=[O:18])[CH:14]=[C:13]([F:21])[C:12]=1[NH:22][C@H:23]1[CH2:27][CH2:26][N:25]([CH:28]2[CH2:33][CH2:32][NH:31][CH2:30][CH2:29]2)[C:24]1=[O:34]. Product: [F:21][C:13]1[CH:14]=[C:15]([S:17]([CH3:20])(=[O:19])=[O:18])[CH:16]=[C:11]([F:10])[C:12]=1[NH:22][C@H:23]1[CH2:27][CH2:26][N:25]([CH:28]2[CH2:33][CH2:32][N:31]([C:2]#[N:1])[CH2:30][CH2:29]2)[C:24]1=[O:34]. The catalyst class is: 10. (2) Reactant: O=P(Cl)(Cl)[Cl:3].[CH:6]1([NH:9][C:10]2[N:15]=[C:14](O)[C:13]([C:17]#[N:18])=[C:12]([C:19]3[CH:24]=[CH:23][CH:22]=[C:21]([O:25][CH3:26])[CH:20]=3)[N:11]=2)[CH2:8][CH2:7]1. Product: [Cl:3][C:14]1[C:13]([C:17]#[N:18])=[C:12]([C:19]2[CH:24]=[CH:23][CH:22]=[C:21]([O:25][CH3:26])[CH:20]=2)[N:11]=[C:10]([NH:9][CH:6]2[CH2:8][CH2:7]2)[N:15]=1. The catalyst class is: 12. (3) Reactant: C(O[CH:4]=[C:5]([C:9]1[CH:14]=[CH:13][C:12]([CH2:15][CH2:16][NH:17][S:18]([C:21]2[CH:22]=[C:23]([CH:27]=[CH:28][C:29]=2[O:30][CH3:31])[C:24](O)=[O:25])(=[O:20])=[O:19])=[CH:11][CH:10]=1)[CH:6]=[C:7]=[O:8])C.[Cl-].[NH4+:33].C(N([CH2:39][CH3:40])CC)C.Cl.CN(C)CCCN=C=NCC.CN(C)C=[O:56]. Product: [C:24]([C:23]1[CH:27]=[CH:28][C:29]([O:30][CH3:31])=[C:21]([S:18]([NH:17][CH2:16][CH2:15][C:12]2[CH:11]=[CH:10][C:9]([C:5]([CH3:4])=[CH:6][C:7]([O:56][CH2:39][CH3:40])=[O:8])=[CH:14][CH:13]=2)(=[O:20])=[O:19])[CH:22]=1)(=[O:25])[NH2:33]. The catalyst class is: 6. (4) Reactant: [CH2:1]([NH:8][C:9](=[O:49])[C@@H:10]([OH:48])[CH:11]([NH:16][C:17](=[O:47])[C@@H:18]([NH:23][C:24](=[O:46])[C@@H:25]([NH:30][C:31](=[O:45])[C@@H:32]([NH:41][C:42](=[O:44])[CH3:43])[CH2:33][C:34]1[CH:39]=[CH:38][CH:37]=[CH:36][C:35]=1[CH3:40])[C:26]([CH3:29])([CH3:28])[CH3:27])[CH2:19][CH:20]([CH3:22])[CH3:21])[CH2:12][CH2:13][CH2:14][CH3:15])[C:2]1[CH:7]=[CH:6][CH:5]=[CH:4][CH:3]=1.CC(OI1(OC(C)=O)(OC(C)=O)OC(=O)C2C=CC=CC1=2)=O.C([O-])(O)=O.[Na+].[O-]S([O-])(=S)=O.[Na+].[Na+]. Product: [CH2:1]([NH:8][C:9](=[O:49])[C:10](=[O:48])[C@@H:11]([NH:16][C:17](=[O:47])[C@@H:18]([NH:23][C:24](=[O:46])[C@@H:25]([NH:30][C:31](=[O:45])[C@@H:32]([NH:41][C:42](=[O:44])[CH3:43])[CH2:33][C:34]1[CH:39]=[CH:38][CH:37]=[CH:36][C:35]=1[CH3:40])[C:26]([CH3:27])([CH3:28])[CH3:29])[CH2:19][CH:20]([CH3:21])[CH3:22])[CH2:12][CH2:13][CH2:14][CH3:15])[C:2]1[CH:3]=[CH:4][CH:5]=[CH:6][CH:7]=1. The catalyst class is: 2. (5) Reactant: [Cl:1][C:2]1[C:6]([Cl:7])=[C:5]([CH3:8])[NH:4][C:3]=1[C:9]([OH:11])=O.ClC1C=C(C([NH:21][C@H:22]2[CH2:27][CH2:26][N:25]([C:28]([O:30][CH2:31][CH3:32])=[O:29])[CH2:24][C@H:23]2[O:33][CH2:34][CH2:35][CH3:36])=O)NC=1C.ON1C2C=CC=CC=2N=N1.CN1CCOCC1.Cl.C(N=C=NCCCN(C)C)C. Product: [Cl:1][C:2]1[C:6]([Cl:7])=[C:5]([CH3:8])[NH:4][C:3]=1[C:9]([NH:21][C@@H:22]1[CH2:27][CH2:26][N:25]([C:28]([O:30][CH2:31][CH3:32])=[O:29])[CH2:24][C@@H:23]1[O:33][CH2:34][CH2:35][CH3:36])=[O:11]. The catalyst class is: 4. (6) Reactant: [Br:1][C:2]1[C:3]([CH3:23])=[C:4]([OH:22])[C:5]([CH:10]([C:13]2[CH:18]=[CH:17][C:16]([CH:19]([CH3:21])[CH3:20])=[CH:15][CH:14]=2)[CH2:11]O)=[C:6]([CH3:9])[C:7]=1[CH3:8]. Product: [Br:1][C:2]1[C:7]([CH3:8])=[C:6]([CH3:9])[C:5]2[CH:10]([C:13]3[CH:14]=[CH:15][C:16]([CH:19]([CH3:21])[CH3:20])=[CH:17][CH:18]=3)[CH2:11][O:22][C:4]=2[C:3]=1[CH3:23]. The catalyst class is: 195. (7) Reactant: [CH2:1]([C:3]1[CH:8]=[CH:7][C:6]([OH:9])=[C:5]([O:10][CH3:11])[CH:4]=1)[CH3:2].[CH2:12](Br)[C:13]1[CH:18]=[CH:17][CH:16]=[CH:15][CH:14]=1.C([O-])([O-])=O.[K+].[K+]. Product: [CH2:12]([O:9][C:6]1[CH:7]=[CH:8][C:3]([CH2:1][CH3:2])=[CH:4][C:5]=1[O:10][CH3:11])[C:13]1[CH:18]=[CH:17][CH:16]=[CH:15][CH:14]=1. The catalyst class is: 10. (8) Reactant: [CH3:1][C:2]1[C:11]([C:12]([C:14]2[CH:15]=[N:16][N:17]([CH2:20][CH3:21])[C:18]=2[OH:19])=[O:13])=[CH:10][CH:9]=[C:8]2[C:3]=1[CH2:4][CH2:5][CH2:6][S:7]2(=[O:23])=[O:22].ClCCl.C(=O)([O-])[O-].[K+].[K+].[CH2:33]([S:36](Cl)(=[O:38])=[O:37])[CH2:34][CH3:35]. Product: [CH3:1][C:2]1[C:11]([C:12]([C:14]2[CH:15]=[N:16][N:17]([CH2:20][CH3:21])[C:18]=2[O:19][S:36]([CH2:33][CH2:34][CH3:35])(=[O:38])=[O:37])=[O:13])=[CH:10][CH:9]=[C:8]2[C:3]=1[CH2:4][CH2:5][CH2:6][S:7]2(=[O:23])=[O:22]. The catalyst class is: 786.